From a dataset of Full USPTO retrosynthesis dataset with 1.9M reactions from patents (1976-2016). Predict the reactants needed to synthesize the given product. Given the product [C:20]([NH:19][C:10]1[S:11][CH2:12][C@@H:13]2[C@@H:14]([C:17]([OH:31])=[O:18])[O:15][CH2:16][C@:8]2([C:6]2[CH:7]=[C:2]([Br:1])[CH:3]=[CH:4][C:5]=2[F:28])[N:9]=1)(=[O:27])[C:21]1[CH:26]=[CH:25][CH:24]=[CH:23][CH:22]=1, predict the reactants needed to synthesize it. The reactants are: [Br:1][C:2]1[CH:3]=[CH:4][C:5]([F:28])=[C:6]([C@:8]23[CH2:16][O:15][C@H:14]([CH2:17][OH:18])[C@H:13]2[CH2:12][S:11][C:10]([NH:19][C:20](=[O:27])[C:21]2[CH:26]=[CH:25][CH:24]=[CH:23][CH:22]=2)=[N:9]3)[CH:7]=1.CS(C)=[O:31].I(C1C=CC=CC=1C(O)=O)(=O)=O.[Cl-].[NH4+].